This data is from NCI-60 drug combinations with 297,098 pairs across 59 cell lines. The task is: Regression. Given two drug SMILES strings and cell line genomic features, predict the synergy score measuring deviation from expected non-interaction effect. (1) Drug 1: C1=C(C(=O)NC(=O)N1)N(CCCl)CCCl. Drug 2: CC1C(C(=O)NC(C(=O)N2CCCC2C(=O)N(CC(=O)N(C(C(=O)O1)C(C)C)C)C)C(C)C)NC(=O)C3=C4C(=C(C=C3)C)OC5=C(C(=O)C(=C(C5=N4)C(=O)NC6C(OC(=O)C(N(C(=O)CN(C(=O)C7CCCN7C(=O)C(NC6=O)C(C)C)C)C)C(C)C)C)N)C. Cell line: HCT-15. Synergy scores: CSS=20.8, Synergy_ZIP=1.92, Synergy_Bliss=3.65, Synergy_Loewe=2.17, Synergy_HSA=2.47. (2) Drug 1: C1CN1P(=S)(N2CC2)N3CC3. Drug 2: CC12CCC3C(C1CCC2O)C(CC4=C3C=CC(=C4)O)CCCCCCCCCS(=O)CCCC(C(F)(F)F)(F)F. Cell line: K-562. Synergy scores: CSS=39.6, Synergy_ZIP=-5.39, Synergy_Bliss=-7.05, Synergy_Loewe=-11.4, Synergy_HSA=-4.53. (3) Drug 2: COCCOC1=C(C=C2C(=C1)C(=NC=N2)NC3=CC=CC(=C3)C#C)OCCOC.Cl. Synergy scores: CSS=10.8, Synergy_ZIP=0.760, Synergy_Bliss=6.92, Synergy_Loewe=6.01, Synergy_HSA=6.85. Cell line: MCF7. Drug 1: CNC(=O)C1=CC=CC=C1SC2=CC3=C(C=C2)C(=NN3)C=CC4=CC=CC=N4. (4) Drug 1: C1=NC2=C(N=C(N=C2N1C3C(C(C(O3)CO)O)O)F)N. Drug 2: CC1CCC2CC(C(=CC=CC=CC(CC(C(=O)C(C(C(=CC(C(=O)CC(OC(=O)C3CCCCN3C(=O)C(=O)C1(O2)O)C(C)CC4CCC(C(C4)OC)O)C)C)O)OC)C)C)C)OC. Cell line: NCI-H226. Synergy scores: CSS=0.201, Synergy_ZIP=1.09, Synergy_Bliss=2.15, Synergy_Loewe=-3.25, Synergy_HSA=-0.986. (5) Drug 1: CC12CCC(CC1=CCC3C2CCC4(C3CC=C4C5=CN=CC=C5)C)O. Drug 2: CN1CCC(CC1)COC2=C(C=C3C(=C2)N=CN=C3NC4=C(C=C(C=C4)Br)F)OC. Cell line: 786-0. Synergy scores: CSS=7.92, Synergy_ZIP=-1.15, Synergy_Bliss=2.59, Synergy_Loewe=0.210, Synergy_HSA=3.03.